Dataset: Merck oncology drug combination screen with 23,052 pairs across 39 cell lines. Task: Regression. Given two drug SMILES strings and cell line genomic features, predict the synergy score measuring deviation from expected non-interaction effect. (1) Drug 1: CN1C(=O)C=CC2(C)C3CCC4(C)C(NC(=O)OCC(F)(F)F)CCC4C3CCC12. Drug 2: CCC1(O)CC2CN(CCc3c([nH]c4ccccc34)C(C(=O)OC)(c3cc4c(cc3OC)N(C)C3C(O)(C(=O)OC)C(OC(C)=O)C5(CC)C=CCN6CCC43C65)C2)C1. Cell line: SW837. Synergy scores: synergy=-2.40. (2) Drug 1: O=S1(=O)NC2(CN1CC(F)(F)F)C1CCC2Cc2cc(C=CCN3CCC(C(F)(F)F)CC3)ccc2C1. Drug 2: Cc1nc(Nc2ncc(C(=O)Nc3c(C)cccc3Cl)s2)cc(N2CCN(CCO)CC2)n1. Cell line: HCT116. Synergy scores: synergy=-12.3. (3) Drug 1: CN(Cc1cnc2nc(N)nc(N)c2n1)c1ccc(C(=O)NC(CCC(=O)O)C(=O)O)cc1. Drug 2: N#Cc1ccc(Cn2cncc2CN2CCN(c3cccc(Cl)c3)C(=O)C2)cc1. Cell line: A427. Synergy scores: synergy=10.8. (4) Drug 1: CN(C)C(=N)N=C(N)N. Drug 2: NC(=O)c1cccc2cn(-c3ccc(C4CCCNC4)cc3)nc12. Cell line: OV90. Synergy scores: synergy=-0.975. (5) Drug 1: O=c1[nH]cc(F)c(=O)[nH]1. Drug 2: NC(=O)c1cccc2cn(-c3ccc(C4CCCNC4)cc3)nc12. Cell line: EFM192B. Synergy scores: synergy=-6.78. (6) Drug 1: COC1CC2CCC(C)C(O)(O2)C(=O)C(=O)N2CCCCC2C(=O)OC(C(C)CC2CCC(OP(C)(C)=O)C(OC)C2)CC(=O)C(C)C=C(C)C(O)C(OC)C(=O)C(C)CC(C)C=CC=CC=C1C. Drug 2: CCc1cnn2c(NCc3ccc[n+]([O-])c3)cc(N3CCCCC3CCO)nc12. Cell line: A427. Synergy scores: synergy=17.1. (7) Drug 1: COc1cc(C2c3cc4c(cc3C(OC3OC5COC(C)OC5C(O)C3O)C3COC(=O)C23)OCO4)cc(OC)c1O. Drug 2: O=C(CCCCCCC(=O)Nc1ccccc1)NO. Cell line: SW837. Synergy scores: synergy=21.6. (8) Drug 1: Cc1nc(Nc2ncc(C(=O)Nc3c(C)cccc3Cl)s2)cc(N2CCN(CCO)CC2)n1. Drug 2: NC1CCCCC1N.O=C(O)C(=O)O.[Pt+2]. Cell line: SKMES1. Synergy scores: synergy=-2.61. (9) Drug 1: CCC1(O)CC2CN(CCc3c([nH]c4ccccc34)C(C(=O)OC)(c3cc4c(cc3OC)N(C)C3C(O)(C(=O)OC)C(OC(C)=O)C5(CC)C=CCN6CCC43C65)C2)C1. Drug 2: C#Cc1cccc(Nc2ncnc3cc(OCCOC)c(OCCOC)cc23)c1. Cell line: NCIH23. Synergy scores: synergy=14.0.